Dataset: Forward reaction prediction with 1.9M reactions from USPTO patents (1976-2016). Task: Predict the product of the given reaction. (1) Given the reactants [CH3:1][O:2][C:3]1[C:4]([C:30]2[N:31]=[CH:32][O:33][CH:34]=2)=[CH:5][C:6]([CH:28]=C)=[C:7]([CH:27]=1)[N:8]([CH2:18][C:19]1[CH:24]=[CH:23][C:22]([O:25][CH3:26])=[CH:21][CH:20]=1)[CH2:9][C:10]1[CH:15]=[CH:14][C:13]([O:16][CH3:17])=[CH:12][CH:11]=1.N1C(C)=CC=CC=1C.I([O-])(=O)(=O)=[O:44].[Na+], predict the reaction product. The product is: [CH3:26][O:25][C:22]1[CH:23]=[CH:24][C:19]([CH2:18][N:8]([CH2:9][C:10]2[CH:15]=[CH:14][C:13]([O:16][CH3:17])=[CH:12][CH:11]=2)[C:7]2[CH:27]=[C:3]([O:2][CH3:1])[C:4]([C:30]3[N:31]=[CH:32][O:33][CH:34]=3)=[CH:5][C:6]=2[CH:28]=[O:44])=[CH:20][CH:21]=1. (2) Given the reactants [Cl:1][C:2]1[CH:3]=[C:4]([C:9]([C:22]([F:25])([F:24])[F:23])=[CH:10][C:11]([C:13]2[CH:14]=[CH:15][C:16]([F:21])=[C:17]([CH:20]=2)[C:18]#[N:19])=O)[CH:5]=[C:6]([Cl:8])[CH:7]=1.[OH-:26].[Na+].Cl.[NH2:29]O.Cl, predict the reaction product. The product is: [Cl:1][C:2]1[CH:3]=[C:4]([C:9]2([C:22]([F:25])([F:24])[F:23])[O:26][N:29]=[C:11]([C:13]3[CH:14]=[CH:15][C:16]([F:21])=[C:17]([CH:20]=3)[C:18]#[N:19])[CH2:10]2)[CH:5]=[C:6]([Cl:8])[CH:7]=1. (3) Given the reactants [NH2:1][C@@H:2]1[CH2:6][N:5]([CH2:7][C:8]2[CH:13]=[CH:12][CH:11]=[CH:10][CH:9]=2)[CH2:4][C@H:3]1[N:14]([CH3:27])[S:15]([C:18]1[CH:23]=[CH:22][C:21]([N+:24]([O-:26])=[O:25])=[CH:20][CH:19]=1)(=[O:17])=[O:16].C([O-])([O-])=O.[K+].[K+].[C:34]([N:41](N)[CH2:42][CH:43]=O)([O:36][C:37]([CH3:40])([CH3:39])[CH3:38])=[O:35].[BH3-]C#N.[Na+], predict the reaction product. The product is: [CH2:7]([N:5]1[CH2:4][C@@H:3]([N:14]([CH2:27][CH2:7][CH:8]([CH3:13])[CH3:9])[S:15]([C:18]2[CH:23]=[CH:22][C:21]([N+:24]([O-:26])=[O:25])=[CH:20][CH:19]=2)(=[O:16])=[O:17])[C@H:2]([NH:1][CH2:43][CH2:42][NH:41][C:34](=[O:35])[O:36][C:37]([CH3:40])([CH3:39])[CH3:38])[CH2:6]1)[C:8]1[CH:13]=[CH:12][CH:11]=[CH:10][CH:9]=1. (4) Given the reactants [CH2:1]([C:3]1[CH:15]=[C:14]([C:16]2[N:20]=[C:19]([C:21]3[CH:26]=[C:25]([CH3:27])[C:24]([CH2:28][CH:29]([CH3:31])[CH3:30])=[CH:23][N:22]=3)[O:18][N:17]=2)[CH:13]=[C:12]([CH3:32])[C:4]=1[O:5][CH2:6][C@@H:7]([OH:11])[CH2:8][NH:9]C)[CH3:2].[K+].[CH2:34]([S:36]([NH-])(=[O:38])=[O:37])[CH3:35], predict the reaction product. The product is: [CH2:1]([C:3]1[CH:15]=[C:14]([C:16]2[N:20]=[C:19]([C:21]3[CH:26]=[C:25]([CH3:27])[C:24]([CH2:28][CH:29]([CH3:30])[CH3:31])=[CH:23][N:22]=3)[O:18][N:17]=2)[CH:13]=[C:12]([CH3:32])[C:4]=1[O:5][CH2:6][C@@H:7]([OH:11])[CH2:8][NH:9][S:36]([CH2:34][CH3:35])(=[O:38])=[O:37])[CH3:2]. (5) Given the reactants [CH3:1][O:2][C:3]1[CH:8]=[CH:7][C:6]([S:9][C:10]2[C:11]([C:23]([NH:25][C:26]3[S:27][C:28]([S:31][CH2:32][C:33]([OH:35])=O)=[CH:29][N:30]=3)=[O:24])=[N:12][C:13]([S:16][C:17]3[N:21]([CH3:22])[CH:20]=[N:19][N:18]=3)=[CH:14][CH:15]=2)=[CH:5][CH:4]=1.CN.C1C=CC2N(O)N=[N:44][C:42]=2C=1.CCN=C=NCCCN(C)C, predict the reaction product. The product is: [CH3:1][O:2][C:3]1[CH:8]=[CH:7][C:6]([S:9][C:10]2[C:11]([C:23]([NH:25][C:26]3[S:27][C:28]([S:31][CH2:32][C:33]([NH:44][CH3:42])=[O:35])=[CH:29][N:30]=3)=[O:24])=[N:12][C:13]([S:16][C:17]3[N:21]([CH3:22])[CH:20]=[N:19][N:18]=3)=[CH:14][CH:15]=2)=[CH:5][CH:4]=1. (6) Given the reactants [C:1]([C:3]1[CH:8]=[CH:7][C:6]([CH:9]2[C:14]([C:15]([O:17][CH2:18][CH3:19])=[O:16])=[C:13]([CH3:20])[N:12]([C:21]3[CH:26]=[CH:25][CH:24]=[C:23]([C:27]([F:30])([F:29])[F:28])[CH:22]=3)[C:11](=[O:31])[NH:10]2)=[CH:5][CH:4]=1)#[N:2].C(C1C=CC([C@H]2C(C(OCC)=O)=C(C)N(C3C=CC=C(C(F)(F)F)C=3)C(=O)N2)=CC=1)#N, predict the reaction product. The product is: [C:1]([C:3]1[CH:8]=[CH:7][C:6]([C@@H:9]2[C:14]([C:15]([O:17][CH2:18][CH3:19])=[O:16])=[C:13]([CH3:20])[N:12]([C:21]3[CH:26]=[CH:25][CH:24]=[C:23]([C:27]([F:29])([F:28])[F:30])[CH:22]=3)[C:11](=[O:31])[NH:10]2)=[CH:5][CH:4]=1)#[N:2]. (7) The product is: [NH2:9][C:10]1[C:15]([I:16])=[C:14]([O:5][CH2:4][C:3]([O:7][CH3:8])=[O:6])[N:13]=[C:12]([S:18][CH3:19])[N:11]=1. Given the reactants [H-].[Na+].[C:3]([O:7][CH3:8])(=[O:6])[CH2:4][OH:5].[NH2:9][C:10]1[C:15]([I:16])=[C:14](Cl)[N:13]=[C:12]([S:18][CH3:19])[N:11]=1.[Cl-].[NH4+], predict the reaction product. (8) Given the reactants [C:1]([C:5]1[CH:40]=[CH:39][C:8]([C:9]([NH:11][C:12]([NH:14][C:15]2[CH:16]=[CH:17][C:18]([NH:29][C:30](=[O:38])[C:31]3[CH:36]=[CH:35][CH:34]=[CH:33][C:32]=3[Cl:37])=[C:19]([NH:21]C(=O)OC(C)(C)C)[CH:20]=2)=[S:13])=[O:10])=[CH:7][CH:6]=1)([CH3:4])([CH3:3])[CH3:2].FC(F)(F)C(O)=O, predict the reaction product. The product is: [ClH:37].[NH2:21][C:19]1[CH:20]=[C:15]([NH:14][C:12](=[S:13])[NH:11][C:9](=[O:10])[C:8]2[CH:7]=[CH:6][C:5]([C:1]([CH3:4])([CH3:2])[CH3:3])=[CH:40][CH:39]=2)[CH:16]=[CH:17][C:18]=1[NH:29][C:30](=[O:38])[C:31]1[CH:36]=[CH:35][CH:34]=[CH:33][C:32]=1[Cl:37]. (9) Given the reactants Cl.Cl.[C:3]1([C:9]2([N:15]3[CH2:19][CH2:18][CH2:17][CH2:16]3)[CH2:14][CH2:13][NH:12][CH2:11][CH2:10]2)[CH:8]=[CH:7][CH:6]=[CH:5][CH:4]=1.[C:20]([O:24][C:25](=[O:31])[N:26]([CH3:30])[CH2:27][CH:28]=O)([CH3:23])([CH3:22])[CH3:21].C(B)#N.[Na].C(O)(=O)C, predict the reaction product. The product is: [CH3:30][N:26]([CH2:27][CH2:28][N:12]1[CH2:11][CH2:10][C:9]([C:3]2[CH:4]=[CH:5][CH:6]=[CH:7][CH:8]=2)([N:15]2[CH2:16][CH2:17][CH2:18][CH2:19]2)[CH2:14][CH2:13]1)[C:25](=[O:31])[O:24][C:20]([CH3:21])([CH3:23])[CH3:22].